Dataset: Reaction yield outcomes from USPTO patents with 853,638 reactions. Task: Predict the reaction yield, written as a fraction of the theoretical maximum amount of product (1.0 means a 100% yield; for example, 0.34 means a 34% yield). (1) The reactants are [OH:1][C:2]1[CH:3]=[C:4]2[C:14](=[O:15])[C:13]3[C:8](=[CH:9][CH:10]=[CH:11][CH:12]=3)[C:5]2=[N:6][CH:7]=1.N(C(OC(C)(C)C)=O)=NC(OC(C)(C)C)=O.C1(P(C2C=CC=CC=2)C2C=CC=CC=2)C=CC=CC=1.O[CH2:52][CH2:53][N:54]1[CH2:58][CH2:57][CH2:56][C:55]1=[O:59]. The catalyst is O1CCCC1. The product is [O:59]=[C:55]1[CH2:56][CH2:57][CH2:58][N:54]1[CH2:53][CH2:52][O:1][C:2]1[CH:3]=[C:4]2[C:14](=[O:15])[C:13]3[C:8](=[CH:9][CH:10]=[CH:11][CH:12]=3)[C:5]2=[N:6][CH:7]=1. The yield is 0.490. (2) The catalyst is CCO. The reactants are Cl[CH:2]([C:8](=O)[C:9]1[CH:14]=[CH:13][CH:12]=[CH:11][CH:10]=1)[C:3]([O:5][CH2:6][CH3:7])=[O:4].[NH2:16][C:17]([NH2:19])=[S:18].CCOC(C)=O. The product is [NH2:19][C:17]1[S:18][C:2]([C:3]([O:5][CH2:6][CH3:7])=[O:4])=[C:8]([C:9]2[CH:14]=[CH:13][CH:12]=[CH:11][CH:10]=2)[N:16]=1. The yield is 0.890. (3) The reactants are CCCC[N+](CCCC)(CCCC)CCCC.[F-].[F:19][C:20]1[CH:32]=[C:31]([CH:33]=O)[CH:30]=[CH:29][C:21]=1[C:22]([O:24][C:25]([CH3:28])([CH3:27])[CH3:26])=[O:23].[F:35][C:36]([F:53])([F:52])[CH2:37]P(=O)(C1C=CC=CC=1)C1C=CC=CC=1. The catalyst is C1COCC1. The product is [F:19][C:20]1[CH:32]=[C:31](/[CH:33]=[CH:37]/[C:36]([F:53])([F:52])[F:35])[CH:30]=[CH:29][C:21]=1[C:22]([O:24][C:25]([CH3:28])([CH3:27])[CH3:26])=[O:23]. The yield is 0.640. (4) The reactants are CS(Cl)(=O)=O.[Cl:6][C:7]1[C:15]2[N:14]=[C:13]([NH:16][C:17]3[C:18]([CH3:26])=[N:19][C:20]([N:23]([CH3:25])[CH3:24])=[CH:21][CH:22]=3)[N:12]([CH2:27][CH2:28][CH2:29]O)[C:11]=2[C:10]([C:31]([O:33][CH3:34])=[O:32])=[CH:9][CH:8]=1.S([O-])(=O)(=O)C.C(=O)([O-])[O-].[K+].[K+]. The catalyst is O1CCCC1.CN(C)C=O.C(=O)([O-])O.[Na+].C(N(CC)CC)C. The product is [Cl:6][C:7]1[CH:8]=[CH:9][C:10]([C:31]([O:33][CH3:34])=[O:32])=[C:11]2[C:15]=1[N:14]=[C:13]1[N:16]([C:17]3[C:18]([CH3:26])=[N:19][C:20]([N:23]([CH3:25])[CH3:24])=[CH:21][CH:22]=3)[CH2:29][CH2:28][CH2:27][N:12]21. The yield is 0.700. (5) The product is [CH2:1]([C:12]1[CH:19]=[CH:18][C:15]([C:16]#[N:17])=[CH:14][CH:13]=1)[CH2:2][CH2:3][CH2:4][CH2:5][CH2:6][CH2:7][CH2:8][CH2:9][CH3:10]. The yield is 0.980. The reactants are [CH2:1]=[CH:2][CH2:3][CH2:4][CH2:5][CH2:6][CH2:7][CH2:8][CH2:9][CH3:10].Br[C:12]1[CH:19]=[CH:18][C:15]([C:16]#[N:17])=[CH:14][CH:13]=1. No catalyst specified.